Dataset: Forward reaction prediction with 1.9M reactions from USPTO patents (1976-2016). Task: Predict the product of the given reaction. Given the reactants Br[CH2:2][CH2:3][N:4]1[CH:8]=[C:7]([C:9]([O:11][CH2:12][CH3:13])=[O:10])[CH:6]=[C:5]1[C:14]([O:16][CH2:17][CH3:18])=[O:15].[N-:19]=[N+:20]=[N-:21].[Na+], predict the reaction product. The product is: [N:19]([CH2:2][CH2:3][N:4]1[CH:8]=[C:7]([C:9]([O:11][CH2:12][CH3:13])=[O:10])[CH:6]=[C:5]1[C:14]([O:16][CH2:17][CH3:18])=[O:15])=[N+:20]=[N-:21].